Predict which catalyst facilitates the given reaction. From a dataset of Catalyst prediction with 721,799 reactions and 888 catalyst types from USPTO. (1) Reactant: [NH2:1][C:2]1[C:3]([Cl:22])=[C:4]([C:9]2[C:20]([NH2:21])=[N:19][C:12]3[N:13]=[C:14]([S:17][CH3:18])[N:15]=[CH:16][C:11]=3[CH:10]=2)[C:5]([Cl:8])=[CH:6][CH:7]=1.[F:23][C:24]([F:35])([F:34])[C:25]1[CH:26]=[C:27]([CH:31]=[CH:32][CH:33]=1)[C:28](Cl)=[O:29]. Product: [NH2:21][C:20]1[C:9]([C:4]2[C:3]([Cl:22])=[C:2]([NH:1][C:28](=[O:29])[C:27]3[CH:31]=[CH:32][CH:33]=[C:25]([C:24]([F:23])([F:34])[F:35])[CH:26]=3)[CH:7]=[CH:6][C:5]=2[Cl:8])=[CH:10][C:11]2[CH:16]=[N:15][C:14]([S:17][CH3:18])=[N:13][C:12]=2[N:19]=1. The catalyst class is: 91. (2) Reactant: [Br:1][C:2]1[N:7]=[C:6]([F:8])[C:5]([OH:9])=[CH:4][CH:3]=1.N1C=CN=C1.[CH3:15][CH:16]([Si:18](Cl)([CH:22]([CH3:24])[CH3:23])[CH:19]([CH3:21])[CH3:20])[CH3:17].O. Product: [Br:1][C:2]1[N:7]=[C:6]([F:8])[C:5]([O:9][Si:18]([CH:22]([CH3:24])[CH3:23])([CH:19]([CH3:21])[CH3:20])[CH:16]([CH3:17])[CH3:15])=[CH:4][CH:3]=1. The catalyst class is: 3.